This data is from Catalyst prediction with 721,799 reactions and 888 catalyst types from USPTO. The task is: Predict which catalyst facilitates the given reaction. (1) Reactant: Cl.Cl.[NH2:3][C:4]1[C:8]([NH2:9])=[C:7]([CH3:10])[S:6][C:5]=1[CH3:11].C1COCC1.[CH3:17][C:18]1[C:19]([N:23]=[C:24]=[S:25])=[CH:20][S:21][CH:22]=1. Product: [NH2:3][C:4]1[C:8]([NH:9][C:24]([NH:23][C:19]2[C:18]([CH3:17])=[CH:22][S:21][CH:20]=2)=[S:25])=[C:7]([CH3:10])[S:6][C:5]=1[CH3:11]. The catalyst class is: 66. (2) Reactant: [CH2:1]([O:3][C:4]1[CH:5]=[CH:6][C:7](F)=[C:8]([C:10]2[C:11]([C:16]#[N:17])=[CH:12][CH:13]=[CH:14][CH:15]=2)[CH:9]=1)[CH3:2].[OH-:19].[K+]. Product: [CH2:1]([O:3][C:4]1[CH:5]=[CH:6][C:7]2[NH:17][C:16](=[O:19])[C:11]3[C:10](=[CH:15][CH:14]=[CH:13][CH:12]=3)[C:8]=2[CH:9]=1)[CH3:2]. The catalyst class is: 5. (3) Reactant: [O:1]=[S:2]1(=[O:27])[N:7]=[CH:6][C:5]2[CH:8]=[C:9]([CH2:12][N:13](C3C=CC=CC=3C#N)[N:14]3[CH:18]=[CH:17][N:16]=[CH:15]3)[CH:10]=[CH:11][C:4]=2[O:3]1.[BH4-].[Na+].[NH4+:30].[Cl-].O. Product: [O:1]=[S:2]1(=[O:27])[NH:7][CH2:6][C:5]2[CH:8]=[C:9]([CH2:12][N:13]([C:10]3[CH:9]=[CH:8][C:5]([C:6]#[N:30])=[CH:4][CH:11]=3)[N:14]3[CH:18]=[CH:17][N:16]=[CH:15]3)[CH:10]=[CH:11][C:4]=2[O:3]1. The catalyst class is: 5. (4) Reactant: O=[C:2]([CH3:20])[CH2:3][CH2:4][CH:5]([C:10]1[CH:15]=[CH:14][CH:13]=[CH:12][C:11]=1[C:16]([F:19])([F:18])[F:17])[C:6]([O:8][CH3:9])=[O:7].[BH4-].[Na+].[ClH:23]. Product: [Cl:23][CH:2]([CH3:20])[CH2:3][CH2:4][CH:5]([C:10]1[CH:15]=[CH:14][CH:13]=[CH:12][C:11]=1[C:16]([F:19])([F:18])[F:17])[C:6]([O:8][CH3:9])=[O:7]. The catalyst class is: 5. (5) Reactant: [C:1]([O:5][C:6](=[O:17])[NH:7][C@H:8]1[CH2:13][CH2:12][CH2:11][C@H:10]([C:14](=O)[NH2:15])[CH2:9]1)([CH3:4])([CH3:3])[CH3:2].ClC1N=C(Cl)N=C(Cl)N=1.C(=O)([O-])O.[Na+]. Product: [C:1]([O:5][C:6](=[O:17])[NH:7][C@H:8]1[CH2:13][CH2:12][CH2:11][C@H:10]([C:14]#[N:15])[CH2:9]1)([CH3:4])([CH3:2])[CH3:3]. The catalyst class is: 9. (6) Reactant: Cl.[O:2]1[C:6]2([CH2:11][CH2:10][CH:9]([CH:12]([NH2:15])[CH2:13][CH3:14])[CH2:8][CH2:7]2)[O:5][CH2:4][CH2:3]1.[C:16](Cl)(=[O:18])[CH3:17]. Product: [O:2]1[C:6]2([CH2:11][CH2:10][CH:9]([CH:12]([NH:15][C:16](=[O:18])[CH3:17])[CH2:13][CH3:14])[CH2:8][CH2:7]2)[O:5][CH2:4][CH2:3]1. The catalyst class is: 4. (7) Reactant: [NH:1]1[CH2:6][CH2:5][CH2:4][CH2:3][CH:2]1[C:7]([OH:9])=[O:8].I[C:11]1[CH:16]=[CH:15][C:14]([O:17][C:18]([F:21])([F:20])[F:19])=[CH:13][CH:12]=1.C(=O)([O-])[O-].[K+].[K+].Cl. Product: [F:19][C:18]([F:20])([F:21])[O:17][C:14]1[CH:15]=[CH:16][C:11]([N:1]2[CH2:6][CH2:5][CH2:4][CH2:3][CH:2]2[C:7]([OH:9])=[O:8])=[CH:12][CH:13]=1. The catalyst class is: 419. (8) Reactant: [CH3:1][O:2][C:3]1[CH:25]=[CH:24][C:6]([CH2:7][N:8]2[CH:17]=[C:16]3[C:10]([CH2:11][O:12][C:13]([CH3:23])([CH3:22])[C:14]4[S:20][C:19]([NH2:21])=[N:18][C:15]=43)=[N:9]2)=[CH:5][CH:4]=1.Cl[C:27]1[N:32]=[C:31]([CH3:33])[CH:30]=[CH:29][N:28]=1.CC1(C)C2C(=C(P(C3C=CC=CC=3)C3C=CC=CC=3)C=CC=2)OC2C(P(C3C=CC=CC=3)C3C=CC=CC=3)=CC=CC1=2.C([O-])([O-])=O.[Cs+].[Cs+]. Product: [CH3:1][O:2][C:3]1[CH:4]=[CH:5][C:6]([CH2:7][N:8]2[CH:17]=[C:16]3[C:10]([CH2:11][O:12][C:13]([CH3:23])([CH3:22])[C:14]4[S:20][C:19]([NH:21][C:27]5[N:32]=[C:31]([CH3:33])[CH:30]=[CH:29][N:28]=5)=[N:18][C:15]=43)=[N:9]2)=[CH:24][CH:25]=1. The catalyst class is: 62. (9) Reactant: P(Cl)(Cl)([Cl:3])=O.[CH3:6][O:7][C:8]1[CH:13]=[CH:12][C:11]([C:14]2[C:15]3[CH:24]=[CH:23][N:22]=[CH:21][C:16]=3[C:17](=O)[NH:18][N:19]=2)=[CH:10][CH:9]=1. Product: [Cl:3][C:17]1[N:18]=[N:19][C:14]([C:11]2[CH:12]=[CH:13][C:8]([O:7][CH3:6])=[CH:9][CH:10]=2)=[C:15]2[CH:24]=[CH:23][N:22]=[CH:21][C:16]=12. The catalyst class is: 6. (10) Reactant: [CH3:1][C:2]([CH3:24])([CH3:23])[C:3]([C:5]1[C:13]2[NH:12][C:11](=[O:14])[CH:10]=[N:9][C:8]=2[N:7](COCC[Si](C)(C)C)[CH:6]=1)=[O:4].I[CH2:26][CH3:27].C(=O)([O-])[O-].[K+].[K+]. Product: [CH2:26]([O:14][C:11]1[N:12]=[C:13]2[C:5]([C:3](=[O:4])[C:2]([CH3:1])([CH3:23])[CH3:24])=[CH:6][NH:7][C:8]2=[N:9][CH:10]=1)[CH3:27]. The catalyst class is: 21.